From a dataset of Full USPTO retrosynthesis dataset with 1.9M reactions from patents (1976-2016). Predict the reactants needed to synthesize the given product. (1) Given the product [F:17][C:15]([F:16])([F:18])[C:14]1[C:9]([C:6]2[CH:5]=[CH:4][C:3](=[O:2])[NH:8][CH:7]=2)=[N:10][CH:11]=[CH:12][CH:13]=1, predict the reactants needed to synthesize it. The reactants are: C[O:2][C:3]1[N:8]=[CH:7][C:6]([C:9]2[C:14]([C:15]([F:18])([F:17])[F:16])=[CH:13][CH:12]=[CH:11][N:10]=2)=[CH:5][CH:4]=1. (2) Given the product [Cl:30][C:31]1[CH:32]=[C:33]([C:38]2[CH:39]=[C:40]([C:51]([N:24]3[CH2:28][C:27](=[O:29])[NH:26][CH2:25]3)=[O:53])[S:41][C:42]=2[C:43]2[CH:48]=[C:47]([F:49])[CH:46]=[C:45]([Cl:50])[CH:44]=2)[CH:34]=[CH:35][C:36]=1[F:37], predict the reactants needed to synthesize it. The reactants are: ClC1C=C(C2SC(C([N:24]3[CH2:28][C:27](=[O:29])[NH:26][CH2:25]3)=O)=CC=2C2C=C(C#N)C=CC=2)C=C(F)C=1.[Cl:30][C:31]1[CH:32]=[C:33]([C:38]2[CH:39]=[C:40]([C:51]([OH:53])=O)[S:41][C:42]=2[C:43]2[CH:48]=[C:47]([F:49])[CH:46]=[C:45]([Cl:50])[CH:44]=2)[CH:34]=[CH:35][C:36]=1[F:37].